From a dataset of Peptide-MHC class I binding affinity with 185,985 pairs from IEDB/IMGT. Regression. Given a peptide amino acid sequence and an MHC pseudo amino acid sequence, predict their binding affinity value. This is MHC class I binding data. The peptide sequence is SNFTSTTVK. The MHC is HLA-B15:03 with pseudo-sequence HLA-B15:03. The binding affinity (normalized) is 0.193.